This data is from Forward reaction prediction with 1.9M reactions from USPTO patents (1976-2016). The task is: Predict the product of the given reaction. (1) Given the reactants CC1[N:3]([C:8]2[CH:9]=[C:10]([C:15]3[C:16](=[O:22])[N:17]([CH3:21])[N:18]=[CH:19][CH:20]=3)[CH:11]=[CH:12][C:13]=2[CH3:14])C(C)=CC=1.Cl.ON.C(N(CC)CC)C, predict the reaction product. The product is: [NH2:3][C:8]1[CH:9]=[C:10]([C:15]2[C:16](=[O:22])[N:17]([CH3:21])[N:18]=[CH:19][CH:20]=2)[CH:11]=[CH:12][C:13]=1[CH3:14]. (2) Given the reactants N[C:2]1[C:12]([O:13][CH3:14])=[CH:11][C:5]([C:6]([O:8][CH2:9][CH3:10])=[O:7])=[CH:4][C:3]=1[Cl:15].C(#N)C.[I:19]CI.N(OCCC(C)C)=O, predict the reaction product. The product is: [Cl:15][C:3]1[CH:4]=[C:5]([CH:11]=[C:12]([O:13][CH3:14])[C:2]=1[I:19])[C:6]([O:8][CH2:9][CH3:10])=[O:7]. (3) Given the reactants [Cl:1][C:2]1[N:3]=[N:4][C:5]([Cl:11])=[CH:6][C:7]=1[C:8](Cl)=[O:9].[CH2:12]([NH:14][CH2:15][CH3:16])[CH3:13].O, predict the reaction product. The product is: [CH2:12]([N:14]([CH2:15][CH3:16])[C:8]([C:7]1[CH:6]=[C:5]([Cl:11])[N:4]=[N:3][C:2]=1[Cl:1])=[O:9])[CH3:13]. (4) Given the reactants I[C:2]1[CH:11]=[CH:10][CH:9]=[C:8]2[C:3]=1[CH2:4][CH2:5][N:6]1[C:16](=[O:17])[CH2:15][NH:14][C:13](=[O:18])[CH:12]=[C:7]12.[CH3:19][C:20]1(C)[C:24](C)(C)OB(C(C)=C)O1, predict the reaction product. The product is: [CH2:19]=[C:20]([C:2]1[CH:11]=[CH:10][CH:9]=[C:8]2[C:3]=1[CH2:4][CH2:5][N:6]1[C:16](=[O:17])[CH2:15][NH:14][C:13](=[O:18])[CH:12]=[C:7]12)[CH3:24]. (5) Given the reactants [CH3:1][O:2][C:3]1[CH:8]=[CH:7][CH:6]=[C:5]([CH3:9])[C:4]=1[C:10]1[NH:19][C:18](=O)[C:17]2[C:12](=[CH:13][C:14]([CH3:21])=[CH:15][CH:16]=2)[N:11]=1.CN(C)C1C=CC=CC=1.O=P(Cl)(Cl)[Cl:33].C([O-])(O)=O.[Na+], predict the reaction product. The product is: [Cl:33][C:18]1[C:17]2[C:12](=[CH:13][C:14]([CH3:21])=[CH:15][CH:16]=2)[N:11]=[C:10]([C:4]2[C:5]([CH3:9])=[CH:6][CH:7]=[CH:8][C:3]=2[O:2][CH3:1])[N:19]=1. (6) Given the reactants [CH3:1][CH:2]1[CH2:7][CH2:6][C:5](=[O:8])[CH2:4][CH2:3]1.OO.[Se](=O)=[O:12], predict the reaction product. The product is: [CH3:1][CH:2]1[CH2:3][CH2:4][CH:6]([C:5]([OH:8])=[O:12])[CH2:7]1. (7) Given the reactants [CH:1]1([C:7]2([CH3:15])[N:11]([CH3:12])[C:10](=[O:13])[NH:9][C:8]2=[O:14])[CH2:6][CH2:5][CH2:4][CH2:3][CH2:2]1.C([O-])([O-])=O.[K+].[K+].Br[CH2:23][C:24]([C:26]1[CH:27]=[N:28][N:29]([CH2:31][CH3:32])[CH:30]=1)=[O:25], predict the reaction product. The product is: [CH:1]1([C:7]2([CH3:15])[N:11]([CH3:12])[C:10](=[O:13])[N:9]([CH2:23][C:24]([C:26]3[CH:27]=[N:28][N:29]([CH2:31][CH3:32])[CH:30]=3)=[O:25])[C:8]2=[O:14])[CH2:2][CH2:3][CH2:4][CH2:5][CH2:6]1. (8) Given the reactants [CH:1](=O)[CH2:2][CH2:3][CH2:4][CH3:5].[CH3:7][O:8][C:9]([C:11]1[CH:12]=[C:13]([CH3:35])[C:14]2[O:20][C:19]3[C:21]([Cl:31])=[CH:22][C:23]([N:25]4[CH2:30][CH2:29][NH:28][CH2:27][CH2:26]4)=[CH:24][C:18]=3[CH2:17][S:16](=[O:33])(=[O:32])[C:15]=2[CH:34]=1)=[O:10].C([BH3-])#N.[Na+], predict the reaction product. The product is: [CH3:7][O:8][C:9]([C:11]1[CH:12]=[C:13]([CH3:35])[C:14]2[O:20][C:19]3[C:21]([Cl:31])=[CH:22][C:23]([N:25]4[CH2:26][CH2:27][N:28]([CH2:1][CH2:2][CH2:3][CH2:4][CH3:5])[CH2:29][CH2:30]4)=[CH:24][C:18]=3[CH2:17][S:16](=[O:32])(=[O:33])[C:15]=2[CH:34]=1)=[O:10].